Task: Predict the product of the given reaction.. Dataset: Forward reaction prediction with 1.9M reactions from USPTO patents (1976-2016) (1) Given the reactants [NH2:1][C:2]1[CH:15]=[CH:14][C:5]([CH:6]=[C:7]2[S:11][C:10](=[O:12])[NH:9][C:8]2=[O:13])=[CH:4][C:3]=1[NH:16][CH2:17][CH3:18].[CH:19](O)=O, predict the reaction product. The product is: [CH2:17]([N:16]1[C:3]2[CH:4]=[C:5]([CH:6]=[C:7]3[S:11][C:10](=[O:12])[NH:9][C:8]3=[O:13])[CH:14]=[CH:15][C:2]=2[N:1]=[CH:19]1)[CH3:18]. (2) Given the reactants Cl.[CH3:2][O:3][C:4]1[N:5]=[C:6]2[C:11](=[CH:12][CH:13]=1)[N:10]=[CH:9][CH:8]=[C:7]2[C:14]1[CH:15]=[CH:16][C:17]([CH2:20][CH2:21][NH2:22])=[N:18][CH:19]=1.[O:23]1[C:32]2[CH:31]=[C:30]([CH:33]=O)[N:29]=[CH:28][C:27]=2[O:26][CH2:25][CH2:24]1.[BH4-].[Na+], predict the reaction product. The product is: [O:23]1[C:32]2[CH:31]=[C:30]([CH2:33][NH:22][CH2:21][CH2:20][C:17]3[CH:16]=[CH:15][C:14]([C:7]4[C:6]5[C:11](=[CH:12][CH:13]=[C:4]([O:3][CH3:2])[N:5]=5)[N:10]=[CH:9][CH:8]=4)=[CH:19][N:18]=3)[N:29]=[CH:28][C:27]=2[O:26][CH2:25][CH2:24]1.